This data is from Full USPTO retrosynthesis dataset with 1.9M reactions from patents (1976-2016). The task is: Predict the reactants needed to synthesize the given product. (1) Given the product [Br:16][C:17]1[N:21]2[CH:22]=[C:23]([C:34]3[CH:35]=[CH:36][CH:37]=[CH:38][CH:39]=3)[C:24]([C:26]3[CH:27]=[CH:28][C:29]([CH2:30][N:1]4[CH2:4][CH:3]([C:5]5[N:6]=[C:7]([C:10]6[CH:15]=[CH:14][CH:13]=[CH:12][N:11]=6)[NH:8][N:9]=5)[CH2:2]4)=[CH:32][CH:33]=3)=[N:25][C:20]2=[N:19][C:18]=1[CH3:40], predict the reactants needed to synthesize it. The reactants are: [NH:1]1[CH2:4][CH:3]([C:5]2[NH:9][N:8]=[C:7]([C:10]3[CH:15]=[CH:14][CH:13]=[CH:12][N:11]=3)[N:6]=2)[CH2:2]1.[Br:16][C:17]1[N:21]2[CH:22]=[C:23]([C:34]3[CH:39]=[CH:38][CH:37]=[CH:36][CH:35]=3)[C:24]([C:26]3[CH:33]=[CH:32][C:29]([CH:30]=O)=[CH:28][CH:27]=3)=[N:25][C:20]2=[N:19][C:18]=1[CH3:40].[BH-](OC(C)=O)(OC(C)=O)OC(C)=O.[Na+].C([O-])(O)=O.[Na+]. (2) Given the product [C:23]1([C:20]2[N:21]=[CH:22][C:17]([N:13]([CH2:12][CH2:11][CH2:10][CH2:9][O:8][CH2:7][C:6]([OH:35])=[O:5])[CH:14]([CH3:16])[CH3:15])=[N:18][C:19]=2[C:29]2[CH:34]=[CH:33][CH:32]=[CH:31][CH:30]=2)[CH:24]=[CH:25][CH:26]=[CH:27][CH:28]=1, predict the reactants needed to synthesize it. The reactants are: C([O:5][C:6](=[O:35])[CH2:7][O:8][CH2:9][CH2:10][CH2:11][CH2:12][N:13]([C:17]1[CH:22]=[N:21][C:20]([C:23]2[CH:28]=[CH:27][CH:26]=[CH:25][CH:24]=2)=[C:19]([C:29]2[CH:34]=[CH:33][CH:32]=[CH:31][CH:30]=2)[N:18]=1)[CH:14]([CH3:16])[CH3:15])(C)(C)C.[OH-].[Na+]. (3) Given the product [I:15][C:16]1[CH:23]=[CH:22][C:19]([CH:20]=[C:11]2[C:12](=[O:13])[N:8]([C:5]3[CH:4]=[CH:3][C:2]([I:1])=[CH:7][CH:6]=3)[NH:9][C:10]2=[O:14])=[CH:18][CH:17]=1, predict the reactants needed to synthesize it. The reactants are: [I:1][C:2]1[CH:7]=[CH:6][C:5]([N:8]2[C:12](=[O:13])[CH2:11][C:10](=[O:14])[NH:9]2)=[CH:4][CH:3]=1.[I:15][C:16]1[CH:23]=[CH:22][C:19]([CH:20]=O)=[CH:18][CH:17]=1. (4) Given the product [Cl:1][C:2]1[CH:7]=[CH:6][C:5]([C@H:8]2[N:15]3[C:11]([S:12][C:13]([C:16]([N:31]4[CH2:32][CH2:33][CH2:34][C@H:30]4[C:29]([N:28]([CH3:36])[CH3:27])=[O:35])=[O:17])=[CH:14]3)=[N:10][C@:9]2([C:20]2[CH:21]=[CH:22][C:23]([Cl:26])=[CH:24][CH:25]=2)[CH3:19])=[CH:4][CH:3]=1, predict the reactants needed to synthesize it. The reactants are: [Cl:1][C:2]1[CH:7]=[CH:6][C:5]([C@H:8]2[N:15]3[C:11]([S:12][C:13]([C:16](O)=[O:17])=[CH:14]3)=[N:10][C@:9]2([C:20]2[CH:25]=[CH:24][C:23]([Cl:26])=[CH:22][CH:21]=2)[CH3:19])=[CH:4][CH:3]=1.[CH3:27][N:28]([CH3:36])[C:29](=[O:35])[C@@H:30]1[CH2:34][CH2:33][CH2:32][NH:31]1. (5) Given the product [C:1]([C:5]1[C:6]([NH:14][C:23](=[O:24])[CH2:22][CH2:21][C:20]2[CH:19]=[CH:18][C:17]([C:16]([F:28])([F:29])[F:15])=[CH:27][CH:26]=2)=[N:7][N:8]2[CH:13]=[CH:12][CH:11]=[N:10][C:9]=12)([CH3:4])([CH3:2])[CH3:3], predict the reactants needed to synthesize it. The reactants are: [C:1]([C:5]1[C:6]([NH2:14])=[N:7][N:8]2[CH:13]=[CH:12][CH:11]=[N:10][C:9]=12)([CH3:4])([CH3:3])[CH3:2].[F:15][C:16]([F:29])([F:28])[C:17]1[CH:27]=[CH:26][C:20]([CH2:21][CH2:22][C:23](O)=[O:24])=[CH:19][CH:18]=1.